Task: Predict the reaction yield, written as a fraction of the theoretical maximum amount of product (1.0 means a 100% yield; for example, 0.34 means a 34% yield).. Dataset: Reaction yield outcomes from USPTO patents with 853,638 reactions (1) The reactants are CN(C)C=O.[N+:6]([C:9]1[N:10]=[C:11](SC2C=CC([N+]([O-])=O)=CC=2)[N:12]([CH2:14][C@:15]([OH:40])([CH3:39])[CH2:16][N:17]2[CH2:22][CH2:21][N:20]([C:23]([O:25][CH2:26][CH:27]=[CH:28][C:29]3[CH:34]=[CH:33][C:32]([C:35]([F:38])([F:37])[F:36])=[CH:31][CH:30]=3)=[O:24])[CH2:19][CH2:18]2)[CH:13]=1)([O-:8])=[O:7].CC(C)([O-])C.[Na+].O. The catalyst is ClCCl.C(OCC)(=O)C.CO.C(OCC)(=O)C. The product is [CH3:39][C@@:15]1([CH2:16][N:17]2[CH2:18][CH2:19][N:20]([C:23]([O:25][CH2:26][CH:27]=[CH:28][C:29]3[CH:34]=[CH:33][C:32]([C:35]([F:36])([F:38])[F:37])=[CH:31][CH:30]=3)=[O:24])[CH2:21][CH2:22]2)[O:40][C:11]2=[N:10][C:9]([N+:6]([O-:8])=[O:7])=[CH:13][N:12]2[CH2:14]1. The yield is 0.540. (2) The reactants are [CH3:1][C:2]1[C:6]2[C:7](=[O:19])[N:8]([CH2:11][CH2:12][N:13]3[CH2:18][CH2:17][O:16][CH2:15][CH2:14]3)[CH2:9][CH2:10][C:5]=2[NH:4][C:3]=1[CH:20]=O.[F:22][C:23]1[CH:24]=[C:25]2[C:29](=[CH:30][C:31]=1[NH:32][C:33](=[O:37])[C@@H:34]([OH:36])[CH3:35])[NH:28][C:27](=[O:38])[CH2:26]2. No catalyst specified. The product is [F:22][C:23]1[CH:24]=[C:25]2[C:29](=[CH:30][C:31]=1[NH:32][C:33](=[O:37])[C@@H:34]([OH:36])[CH3:35])[NH:28][C:27](=[O:38])[C:26]2=[CH:20][C:3]1[NH:4][C:5]2[CH2:10][CH2:9][N:8]([CH2:11][CH2:12][N:13]3[CH2:14][CH2:15][O:16][CH2:17][CH2:18]3)[C:7](=[O:19])[C:6]=2[C:2]=1[CH3:1]. The yield is 0.613. (3) The reactants are C1([C:7]2[S:8][C:9]([C:16]([C:18]3[CH:26]=[C:25]4[C:21]([CH:22]=[C:23](C5C=CC=CC=5)[NH:24]4)=[CH:20][CH:19]=3)=[O:17])=[CH:10][C:11]=2[CH2:12][C:13]([OH:15])=O)C=CC=CC=1.F[P-](F)(F)(F)(F)F.[N:40]1([O:49]C(N(C)C)=[N+](C)C)C2N=CC=CC=2N=N1.[CH:57]1[CH:58]=[CH:59][C:60]2N(O)N=N[C:61]=2[CH:62]=1.CCN(C(C)C)C(C)C.C(ON)(C1C=CC=CC=1)(C1C=CC=CC=1)[C:77]1[CH:82]=[CH:81][CH:80]=[CH:79][CH:78]=1.CC(O)=O.FC(F)(F)CO. The catalyst is C(Cl)Cl. The product is [OH:49][NH:40][C:13](=[O:15])[CH2:12][C:11]1[CH:10]=[C:9]([C:16]([C:18]2[CH:26]=[C:25]3[C:21]([CH:22]=[C:23]([C:77]4[CH:82]=[CH:81][CH:80]=[CH:79][CH:78]=4)[NH:24]3)=[CH:20][CH:19]=2)=[O:17])[S:8][C:7]=1[C:62]1[CH:57]=[CH:58][CH:59]=[CH:60][CH:61]=1. The yield is 1.00. (4) The reactants are [CH2:1]([O:3][C:4]1[C:9]2[C:10]([CH3:16])=[C:11]([C:13]([OH:15])=O)[O:12][C:8]=2[CH:7]=[CH:6][CH:5]=1)[CH3:2].CN(C=O)C.[CH3:22][O:23][C:24](=[O:46])[C@@H:25]([NH:29][S:30]([C:33]1[CH:38]=[CH:37][C:36]([C:39]2[CH:44]=[CH:43][C:42]([NH2:45])=[CH:41][CH:40]=2)=[CH:35][CH:34]=1)(=[O:32])=[O:31])[CH:26]([CH3:28])[CH3:27].N1C=CC=CC=1. The catalyst is C(Cl)(=O)C(Cl)=O. The product is [CH3:22][O:23][C:24](=[O:46])[C@@H:25]([NH:29][S:30]([C:33]1[CH:38]=[CH:37][C:36]([C:39]2[CH:40]=[CH:41][C:42]([NH:45][C:13]([C:11]3[O:12][C:8]4[CH:7]=[CH:6][CH:5]=[C:4]([O:3][CH2:1][CH3:2])[C:9]=4[C:10]=3[CH3:16])=[O:15])=[CH:43][CH:44]=2)=[CH:35][CH:34]=1)(=[O:32])=[O:31])[CH:26]([CH3:28])[CH3:27]. The yield is 0.930. (5) The reactants are Cl.[CH2:2]1[C:5]2([CH2:10][CH2:9][N:8]([C:11]([O:13][CH2:14][C:15]3[CH:20]=[C:19]([Cl:21])[CH:18]=[C:17]([Cl:22])[CH:16]=3)=[O:12])[CH2:7][CH2:6]2)[CH2:4][NH:3]1.[O:23]=[C:24]1[NH:28][C:27]2[CH:29]=[CH:30][C:31]([CH:33]=O)=[CH:32][C:26]=2[O:25]1.C(O[BH-](OC(=O)C)OC(=O)C)(=O)C.[Na+].C(O)(=O)C. The catalyst is O1CCCC1. The product is [O:23]=[C:24]1[NH:28][C:27]2[CH:29]=[CH:30][C:31]([CH2:33][N:3]3[CH2:4][C:5]4([CH2:6][CH2:7][N:8]([C:11]([O:13][CH2:14][C:15]5[CH:20]=[C:19]([Cl:21])[CH:18]=[C:17]([Cl:22])[CH:16]=5)=[O:12])[CH2:9][CH2:10]4)[CH2:2]3)=[CH:32][C:26]=2[O:25]1. The yield is 0.210. (6) The reactants are C(O[C:6]([CH:8]1[CH2:12][CH2:11][CH2:10][N:9]1[C:13](=[O:27])[CH:14]([NH:16][C:17](=[O:26])[C:18]1[CH:23]=[CH:22][C:21]([NH2:24])=[C:20]([Cl:25])[CH:19]=1)[CH3:15])=[O:7])(C)(C)C.[O:28]=[C:29]1[O:33][CH:32]([O:34][CH2:35][CH2:36][C:37]2[CH:42]=[CH:41][CH:40]=[CH:39]C=2)[CH:31]([NH:43]C(C2CCCN2C(=O)C(NC(=O)C2C=CC(N)=C(Cl)C=2)C)=O)[CH2:30]1. No catalyst specified. The product is [CH:36]1([CH2:35][O:34][CH:32]2[CH:31]([NH:43][C:6]([CH:8]3[CH2:12][CH2:11][CH2:10][N:9]3[C:13](=[O:27])[CH:14]([NH:16][C:17](=[O:26])[C:18]3[CH:23]=[CH:22][C:21]([NH2:24])=[C:20]([Cl:25])[CH:19]=3)[CH3:15])=[O:7])[CH2:30][C:29](=[O:28])[O:33]2)[CH2:37][CH2:42][CH2:41][CH2:40][CH2:39]1. The yield is 0.560. (7) The reactants are C(Cl)(=O)C(Cl)=O.[CH2:7]([O:9][C:10]([C:12]1[NH:13][C:14]([CH3:27])=[C:15]([C:18]2[CH:23]=[CH:22][CH:21]=[C:20]([C:24]([OH:26])=O)[CH:19]=2)[C:16]=1[CH3:17])=[O:11])[CH3:8].[Br:28][C:29]1[CH:34]=[CH:33][C:32]([NH2:35])=[C:31]([F:36])[CH:30]=1.C(=O)(O)[O-].[Na+]. The catalyst is C(Cl)Cl.C(OCC)(=O)C. The product is [CH2:7]([O:9][C:10]([C:12]1[NH:13][C:14]([CH3:27])=[C:15]([C:18]2[CH:23]=[CH:22][CH:21]=[C:20]([C:24](=[O:26])[NH:35][C:32]3[CH:33]=[CH:34][C:29]([Br:28])=[CH:30][C:31]=3[F:36])[CH:19]=2)[C:16]=1[CH3:17])=[O:11])[CH3:8]. The yield is 0.340.